Dataset: Reaction yield outcomes from USPTO patents with 853,638 reactions. Task: Predict the reaction yield, written as a fraction of the theoretical maximum amount of product (1.0 means a 100% yield; for example, 0.34 means a 34% yield). (1) The reactants are Cl[C:2]1[C:11]2[C:6](=[CH:7][C:8]([O:14][CH2:15][CH2:16][CH2:17][N:18]3[CH2:23][CH2:22][S:21](=[O:25])(=[O:24])[CH2:20][CH2:19]3)=[C:9]([C:12]#[N:13])[CH:10]=2)[N:5]=[CH:4][CH:3]=1.[OH:26][C:27]1[CH:28]=[C:29]2[C:33](=[CH:34][CH:35]=1)[NH:32][CH:31]=[CH:30]2.C(=O)([O-])[O-].[Cs+].[Cs+].O. The catalyst is CN(C=O)C. The product is [C:12]([C:9]1[CH:10]=[C:11]2[C:6](=[CH:7][C:8]=1[O:14][CH2:15][CH2:16][CH2:17][N:18]1[CH2:23][CH2:22][S:21](=[O:25])(=[O:24])[CH2:20][CH2:19]1)[N:5]=[CH:4][CH:3]=[C:2]2[O:26][C:27]1[CH:28]=[C:29]2[C:33](=[CH:34][CH:35]=1)[NH:32][CH:31]=[CH:30]2)#[N:13]. The yield is 0.220. (2) The reactants are [CH3:1][N:2]([CH3:10])[C:3]1[CH:8]=[CH:7][N:6]=[C:5]([NH2:9])[CH:4]=1.Br[CH2:12][C:13]([C:15]1[CH:20]=[CH:19][C:18]([CH3:21])=[CH:17][CH:16]=1)=O. No catalyst specified. The product is [CH3:1][N:2]([C:3]1[CH:8]=[CH:7][N:6]2[CH:12]=[C:13]([C:15]3[CH:20]=[CH:19][C:18]([CH3:21])=[CH:17][CH:16]=3)[N:9]=[C:5]2[CH:4]=1)[CH3:10]. The yield is 0.400. (3) The reactants are Cl[C:2]1[N:7]=[CH:6][N:5]=[C:4]([N:8]2[CH2:13][CH2:12][N:11]([C:14]([O:16][C:17]([CH3:20])([CH3:19])[CH3:18])=[O:15])[CH2:10][CH2:9]2)[CH:3]=1.[F:21][C:22]1[CH:27]=[C:26]([F:28])[CH:25]=[CH:24][C:23]=1OB(O)O.C(=O)([O-])[O-].[Na+].[Na+].C1(C)C=CC=CC=1. The catalyst is O. The product is [F:21][C:22]1[CH:27]=[C:26]([F:28])[CH:25]=[CH:24][C:23]=1[C:2]1[N:7]=[CH:6][N:5]=[C:4]([N:8]2[CH2:13][CH2:12][N:11]([C:14]([O:16][C:17]([CH3:20])([CH3:19])[CH3:18])=[O:15])[CH2:10][CH2:9]2)[CH:3]=1. The yield is 0.720. (4) The reactants are [F:1][CH:2]([F:18])[C:3](=O)[CH2:4][C:5]([C:7]1[CH:12]=[CH:11][C:10]([C:13]([F:16])([F:15])[F:14])=[CH:9][CH:8]=1)=O.[NH2:19][C:20]1[C:24]([C:25]2[CH:30]=[CH:29][N:28]=[CH:27][CH:26]=2)=[CH:23][NH:22][N:21]=1. No catalyst specified. The product is [F:1][CH:2]([F:18])[C:3]1[N:21]2[N:22]=[CH:23][C:24]([C:25]3[CH:30]=[CH:29][N:28]=[CH:27][CH:26]=3)=[C:20]2[N:19]=[C:5]([C:7]2[CH:12]=[CH:11][C:10]([C:13]([F:16])([F:15])[F:14])=[CH:9][CH:8]=2)[CH:4]=1. The yield is 0.670. (5) The reactants are [NH2:1][CH2:2][CH2:3][NH:4][CH2:5][CH2:6][NH:7][C:8]1[N:9]=[N+:10]([O-:19])[C:11]2[CH:18]=[CH:17][CH:16]=[CH:15][C:12]=2[N+:13]=1[O-:14].N1([C:25]([C:27]2[C:40]3[C:31](=[CH:32][C:33]4[C:38]([N:39]=3)=[CH:37][CH:36]=[CH:35][CH:34]=4)[CH:30]=[CH:29][CH:28]=2)=[O:26])C=CN=C1. The catalyst is CN(C=O)C. The product is [O-:19][N+:10]1[C:11]2[CH:18]=[CH:17][CH:16]=[CH:15][C:12]=2[N+:13]([O-:14])=[C:8]([NH:7][CH2:6][CH2:5][NH:4][CH2:3][CH2:2][NH:1][C:25]([C:27]2[C:40]3[C:31](=[CH:32][C:33]4[C:38]([N:39]=3)=[CH:37][CH:36]=[CH:35][CH:34]=4)[CH:30]=[CH:29][CH:28]=2)=[O:26])[N:9]=1. The yield is 0.990.